From a dataset of Peptide-MHC class I binding affinity with 185,985 pairs from IEDB/IMGT. Regression. Given a peptide amino acid sequence and an MHC pseudo amino acid sequence, predict their binding affinity value. This is MHC class I binding data. The peptide sequence is FMKSRVYSI. The MHC is HLA-B40:01 with pseudo-sequence HLA-B40:01. The binding affinity (normalized) is 0.0847.